Dataset: Merck oncology drug combination screen with 23,052 pairs across 39 cell lines. Task: Regression. Given two drug SMILES strings and cell line genomic features, predict the synergy score measuring deviation from expected non-interaction effect. Drug 1: N#Cc1ccc(Cn2cncc2CN2CCN(c3cccc(Cl)c3)C(=O)C2)cc1. Drug 2: Nc1ccn(C2OC(CO)C(O)C2(F)F)c(=O)n1. Cell line: SKOV3. Synergy scores: synergy=-3.77.